From a dataset of Forward reaction prediction with 1.9M reactions from USPTO patents (1976-2016). Predict the product of the given reaction. (1) Given the reactants [Cl:1][CH2:2][C:3]([C:15]1[CH:20]=[CH:19][C:18]([F:21])=[CH:17][C:16]=1[F:22])([OH:14])[CH:4]([O:6][Si](C(C)(C)C)(C)C)[CH3:5].Cl.O.C(OCC)(=O)C, predict the reaction product. The product is: [Cl:1][CH2:2][C:3]([C:15]1[CH:20]=[CH:19][C:18]([F:21])=[CH:17][C:16]=1[F:22])([OH:14])[CH:4]([OH:6])[CH3:5]. (2) Given the reactants C(O)(C(F)(F)F)=O.[CH:8]1[N:9]=[CH:10][N:11]2[CH:16]=[C:15]([NH:17]C(=O)OC(C)(C)C)[CH:14]=[CH:13][C:12]=12, predict the reaction product. The product is: [CH:8]1[N:9]=[CH:10][N:11]2[CH:16]=[C:15]([NH2:17])[CH:14]=[CH:13][C:12]=12. (3) Given the reactants [NH:1]1[CH:5]=[CH:4][N:3]=[C:2]1[CH2:6][O:7][C:8]1[CH:9]=[C:10]([CH:13]=[CH:14][C:15]=1I)[CH:11]=[O:12].C(=O)([O-])[O-].[Cs+].[Cs+].CN[C@@H]1CCCC[C@H]1NC, predict the reaction product. The product is: [CH:4]1[N:3]2[C:2]([CH2:6][O:7][C:8]3[CH:9]=[C:10]([CH:11]=[O:12])[CH:13]=[CH:14][C:15]=32)=[N:1][CH:5]=1. (4) Given the reactants [Cl:1][C:2]1[CH:7]=[CH:6][CH:5]=[C:4]([Cl:8])[C:3]=1[C:9]1[C:13]([CH2:14][O:15][C:16]2[CH:21]=[CH:20][C:19]([C:22]3[CH:23]=[C:24]4[C:29](=[CH:30][CH:31]=3)[C:28]([C:32]([OH:34])=[O:33])=[CH:27][CH:26]=[CH:25]4)=[CH:18][CH:17]=2)=[C:12]([CH:35]([CH3:37])[CH3:36])[O:11][N:10]=1.[OH-].[Na+:39], predict the reaction product. The product is: [Na+:39].[Cl:8][C:4]1[CH:5]=[CH:6][CH:7]=[C:2]([Cl:1])[C:3]=1[C:9]1[C:13]([CH2:14][O:15][C:16]2[CH:21]=[CH:20][C:19]([C:22]3[CH:23]=[C:24]4[C:29](=[CH:30][CH:31]=3)[C:28]([C:32]([O-:34])=[O:33])=[CH:27][CH:26]=[CH:25]4)=[CH:18][CH:17]=2)=[C:12]([CH:35]([CH3:37])[CH3:36])[O:11][N:10]=1. (5) Given the reactants [CH3:1][O:2][C:3]1[CH:11]=[CH:10][CH:9]=[C:8]([CH2:12][CH2:13][CH2:14][CH2:15][CH2:16][CH2:17][CH2:18][CH2:19][CH2:20][CH2:21][CH2:22][CH2:23][CH2:24][CH2:25][CH3:26])[C:4]=1[C:5](O)=[O:6].S(Cl)([Cl:29])=O.CN(C)C=O, predict the reaction product. The product is: [CH3:1][O:2][C:3]1[CH:11]=[CH:10][CH:9]=[C:8]([CH2:12][CH2:13][CH2:14][CH2:15][CH2:16][CH2:17][CH2:18][CH2:19][CH2:20][CH2:21][CH2:22][CH2:23][CH2:24][CH2:25][CH3:26])[C:4]=1[C:5]([Cl:29])=[O:6]. (6) Given the reactants [C:1]1([C:32]2[CH:37]=[CH:36][CH:35]=[CH:34][CH:33]=2)[CH:6]=[CH:5][C:4]([NH:7][C:8](=[O:31])[C:9]2[CH:14]=[CH:13][C:12]([C:15]([F:18])([F:17])[F:16])=[C:11]([NH:19][C:20](=[O:30])[CH2:21][N:22]3[CH2:28][CH:27]4[O:29][CH:24](C[CH2:26]4)[CH2:23]3)[CH:10]=2)=[CH:3][CH:2]=1.C1(C2C=CC=CC=2)C=CC(NC(=O)C2C=CC(C(F)(F)F)=C(NC(=O)CCl)C=2)=CC=1.Cl.[C@H]12C[C@H](NC1)CO2, predict the reaction product. The product is: [C:1]1([C:32]2[CH:37]=[CH:36][CH:35]=[CH:34][CH:33]=2)[CH:6]=[CH:5][C:4]([NH:7][C:8](=[O:31])[C:9]2[CH:14]=[CH:13][C:12]([C:15]([F:18])([F:17])[F:16])=[C:11]([NH:19][C:20](=[O:30])[CH2:21][N:22]3[CH2:28][C@@H:27]4[CH2:26][C@H:23]3[CH2:24][O:29]4)[CH:10]=2)=[CH:3][CH:2]=1.